Predict the reactants needed to synthesize the given product. From a dataset of Full USPTO retrosynthesis dataset with 1.9M reactions from patents (1976-2016). (1) Given the product [CH3:10][N:1]1[CH2:9][CH2:8][CH:4]([C:5]([NH2:7])=[O:6])[CH2:3][CH2:2]1, predict the reactants needed to synthesize it. The reactants are: [NH:1]1[CH2:9][CH2:8][CH:4]([C:5]([NH2:7])=[O:6])[CH2:3][CH2:2]1.[CH2:10]=O. (2) Given the product [F:15][C:12]([F:13])([F:14])[S:9]([O:8][CH2:31][CH2:32][CH2:33][S:34][CH:35]1[CH2:39][CH2:38][O:37][C:36]1=[O:40])(=[O:10])=[O:11], predict the reactants needed to synthesize it. The reactants are: S([O:8][S:9]([C:12]([F:15])([F:14])[F:13])(=[O:11])=[O:10])(C(F)(F)F)(=O)=O.C(C1C=CC=C(C(C)(C)C)N=1)(C)(C)C.O[CH2:31][CH2:32][CH2:33][S:34][CH:35]1[CH2:39][CH2:38][O:37][C:36]1=[O:40]. (3) The reactants are: [C:1]([O:5][C:6]([N:8]1[CH2:13][CH2:12][C:11]([NH2:17])([C:14]([OH:16])=[O:15])[CH2:10][CH2:9]1)=[O:7])([CH3:4])([CH3:3])[CH3:2].C(=O)([O-])[O-].[K+].[K+].Cl[C:25]([O:27][CH2:28][CH:29]=[CH2:30])=[O:26]. Given the product [C:1]([O:5][C:6]([N:8]1[CH2:9][CH2:10][C:11]([NH:17][C:25]([O:27][CH2:28][CH:29]=[CH2:30])=[O:26])([C:14]([OH:16])=[O:15])[CH2:12][CH2:13]1)=[O:7])([CH3:4])([CH3:2])[CH3:3], predict the reactants needed to synthesize it.